Dataset: Full USPTO retrosynthesis dataset with 1.9M reactions from patents (1976-2016). Task: Predict the reactants needed to synthesize the given product. The reactants are: [F:1][C:2]1[CH:3]=[C:4]([NH2:11])[C:5](=[CH:9][CH:10]=1)[C:6]([OH:8])=[O:7].Cl[C:13](Cl)([O:15]C(=O)OC(Cl)(Cl)Cl)Cl.C(=O)([O-])O.[Na+]. Given the product [F:1][C:2]1[CH:10]=[CH:9][C:5]2[C:6](=[O:8])[O:7][C:13](=[O:15])[NH:11][C:4]=2[CH:3]=1, predict the reactants needed to synthesize it.